This data is from Full USPTO retrosynthesis dataset with 1.9M reactions from patents (1976-2016). The task is: Predict the reactants needed to synthesize the given product. (1) Given the product [CH3:1][S:2]([C:3]1[CH:11]=[CH:10][C:9]([N:12]2[CH:16]=[N:15][N:14]=[N:13]2)=[CH:8][C:4]=1[C:5]([OH:7])=[O:6])(=[O:21])=[O:23], predict the reactants needed to synthesize it. The reactants are: [CH3:1][S:2][C:3]1[CH:11]=[CH:10][C:9]([N:12]2[CH:16]=[N:15][N:14]=[N:13]2)=[CH:8][C:4]=1[C:5]([OH:7])=[O:6].OO.C(O)(=[O:21])C.[OH2:23]. (2) Given the product [CH3:36][NH:37][C:25]([C:22]1[N:23]=[N:24][C:19]([C:16]2[CH:17]=[CH:18][C:13]([C@@H:11]([N:7]3[CH2:6][CH2:5][C@:4]([CH2:3][C:2]([OH:1])([CH3:35])[CH3:34])([C:28]4[CH:29]=[CH:30][CH:31]=[CH:32][CH:33]=4)[O:9][C:8]3=[O:10])[CH3:12])=[CH:14][CH:15]=2)=[CH:20][CH:21]=1)=[O:26], predict the reactants needed to synthesize it. The reactants are: [OH:1][C:2]([CH3:35])([CH3:34])[CH2:3][C@@:4]1([C:28]2[CH:33]=[CH:32][CH:31]=[CH:30][CH:29]=2)[O:9][C:8](=[O:10])[N:7]([C@H:11]([C:13]2[CH:18]=[CH:17][C:16]([C:19]3[N:24]=[N:23][C:22]([C:25](O)=[O:26])=[CH:21][CH:20]=3)=[CH:15][CH:14]=2)[CH3:12])[CH2:6][CH2:5]1.[CH3:36][NH2:37].